This data is from Reaction yield outcomes from USPTO patents with 853,638 reactions. The task is: Predict the reaction yield, written as a fraction of the theoretical maximum amount of product (1.0 means a 100% yield; for example, 0.34 means a 34% yield). (1) The reactants are Cl[C:2]([O:4][C:5]1[CH:10]=[CH:9][CH:8]=[CH:7][CH:6]=1)=[O:3].C(N(CC)CC)C.[CH2:18]([NH2:23])[CH2:19][CH:20]([CH3:22])[CH3:21]. The catalyst is O1CCCC1. The product is [CH3:21][CH:20]([CH3:22])[CH2:19][CH2:18][NH:23][C:2](=[O:3])[O:4][C:5]1[CH:10]=[CH:9][CH:8]=[CH:7][CH:6]=1. The yield is 0.580. (2) The reactants are [N+]([O-])(O)=O.[F:5][C:6]1[CH:11]=[CH:10][C:9]([S:12]([CH3:15])(=[O:14])=[O:13])=[CH:8][C:7]=1[N+:16]([O-:18])=[O:17].[Br:19]Br. The catalyst is S(=O)(=O)(O)O. The product is [Br:19][C:11]1[CH:10]=[C:9]([S:12]([CH3:15])(=[O:14])=[O:13])[CH:8]=[C:7]([N+:16]([O-:18])=[O:17])[C:6]=1[F:5]. The yield is 0.300. (3) The reactants are CS(O)(=O)=O.O=P12OP3(OP(OP(O3)(O1)=O)(=O)O2)=O.[CH3:20][N:21]([CH:34]=[C:35]([C:41]([O:43][CH2:44][CH3:45])=[O:42])[C:36](OCC)=[O:37])[C:22]1[S:26][C:25]([CH2:27][N:28]2[CH2:33][CH2:32][O:31][CH2:30][CH2:29]2)=[N:24][CH:23]=1.C([O-])([O-])=O.[Na+].[Na+]. No catalyst specified. The product is [CH3:20][N:21]1[CH:34]=[C:35]([C:41]([O:43][CH2:44][CH3:45])=[O:42])[C:36](=[O:37])[C:23]2[N:24]=[C:25]([CH2:27][N:28]3[CH2:33][CH2:32][O:31][CH2:30][CH2:29]3)[S:26][C:22]1=2. The yield is 0.280. (4) The reactants are [CH3:1][O:2][C:3]([C@@H:5]1[CH2:18][C@H:17](O)[C:16](=[O:20])[C@H:15]2[C@@:6]1([CH3:28])[CH2:7][CH2:8][C@H:9]1[C@:14]2([CH3:21])[CH2:13][C@@H:12]([C:22]2[CH:26]=[CH:25][O:24][CH:23]=2)[O:11][C:10]1=[O:27])=[O:4].C1(P(C2C=CC=CC=2)C2C=CC=CC=2)C=CC=CC=1.C(Br)(Br)[Br:49]. The catalyst is C(Cl)Cl. The product is [CH3:1][O:2][C:3]([C@@H:5]1[CH2:18][C@@H:17]([Br:49])[C:16](=[O:20])[C@H:15]2[C@@:6]1([CH3:28])[CH2:7][CH2:8][C@H:9]1[C@:14]2([CH3:21])[CH2:13][C@@H:12]([C:22]2[CH:26]=[CH:25][O:24][CH:23]=2)[O:11][C:10]1=[O:27])=[O:4]. The yield is 0.590. (5) The reactants are [CH3:1][N:2]([S:22]([C:25]1[S:26][CH:27]=[CH:28][CH:29]=1)(=[O:24])=[O:23])[C:3]1[CH:4]=[CH:5][CH:6]=[C:7]2[C:11]=1[NH:10][C:9]([C:12]1[S:16][C:15](C(OCC)=O)=[N:14][N:13]=1)=[CH:8]2.[OH-].[Na+].O1CCCC1. The catalyst is CO. The product is [CH3:1][N:2]([C:3]1[CH:4]=[CH:5][CH:6]=[C:7]2[C:11]=1[NH:10][C:9]([C:12]1[S:16][CH:15]=[N:14][N:13]=1)=[CH:8]2)[S:22]([C:25]1[S:26][CH:27]=[CH:28][CH:29]=1)(=[O:24])=[O:23]. The yield is 0.780. (6) The reactants are [H-].[Na+].[NH2:3][C:4]1[N:5]=[N:6][CH:7]=[CH:8][CH:9]=1.[N+](C1C=CC([O:19][C:20]([N:22]2[CH2:25][CH:24]([O:26][C:27]3[CH:32]=[CH:31][C:30]([Br:33])=[CH:29][N:28]=3)[CH2:23]2)=O)=CC=1)([O-])=O.C(=O)(O)[O-].[Na+]. The catalyst is CN(C=O)C. The product is [N:6]1[CH:7]=[CH:8][CH:9]=[C:4]([NH:3][C:20]([N:22]2[CH2:23][CH:24]([O:26][C:27]3[CH:32]=[CH:31][C:30]([Br:33])=[CH:29][N:28]=3)[CH2:25]2)=[O:19])[N:5]=1. The yield is 0.800. (7) The reactants are [F:1][C:2]([F:7])([F:6])[C:3]([OH:5])=[O:4].[Cl:8][C:9]1[CH:10]=[C:11]([CH:27]=[CH:28][C:29]=1[Cl:30])[CH2:12][C:13]1([OH:26])[CH2:18][CH2:17][N:16](C(OC(C)(C)C)=O)[CH2:15][CH2:14]1. The catalyst is C(Cl)Cl. The product is [F:1][C:2]([F:7])([F:6])[C:3]([OH:5])=[O:4].[Cl:8][C:9]1[CH:10]=[C:11]([CH:27]=[CH:28][C:29]=1[Cl:30])[CH2:12][C:13]1([OH:26])[CH2:18][CH2:17][NH:16][CH2:15][CH2:14]1. The yield is 0.650. (8) The reactants are Cl.[NH2:2][OH:3].[CH:4]1[C:17]2[CH:16]=[CH:15][C:14]3[C:9](=[CH:10][CH:11]=[CH:12][CH:13]=3)[C:8]=2[CH:7]=[CH:6][C:5]=1[C:18]1[N:22]([C:23]2[CH:30]=[CH:29][C:26]([C:27]#[N:28])=[CH:25][CH:24]=2)[N:21]=[C:20]([C:31]([F:34])([F:33])[F:32])[CH:19]=1. The catalyst is CO. The product is [CH:4]1[C:17]2[CH:16]=[CH:15][C:14]3[C:9](=[CH:10][CH:11]=[CH:12][CH:13]=3)[C:8]=2[CH:7]=[CH:6][C:5]=1[C:18]1[N:22]([C:23]2[CH:30]=[CH:29][C:26]([C:27]([NH:2][OH:3])=[NH:28])=[CH:25][CH:24]=2)[N:21]=[C:20]([C:31]([F:34])([F:32])[F:33])[CH:19]=1. The yield is 0.760. (9) The reactants are [F:1][C:2]1[CH:7]=[CH:6][C:5]([C:8]2[N:13]=[C:12](O)[C:11]([C:15]#[N:16])=[CH:10][C:9]=2[C:17]2[CH:22]=[CH:21][N:20]=[C:19]([S:23][CH3:24])[N:18]=2)=[CH:4][CH:3]=1.O=P(Cl)(Cl)[Cl:27]. The catalyst is CN(C=O)C. The product is [Cl:27][C:12]1[C:11]([C:15]#[N:16])=[CH:10][C:9]([C:17]2[CH:22]=[CH:21][N:20]=[C:19]([S:23][CH3:24])[N:18]=2)=[C:8]([C:5]2[CH:6]=[CH:7][C:2]([F:1])=[CH:3][CH:4]=2)[N:13]=1. The yield is 0.600.